Dataset: Catalyst prediction with 721,799 reactions and 888 catalyst types from USPTO. Task: Predict which catalyst facilitates the given reaction. (1) Reactant: Cl.[NH:2]1[CH:6]=[CH:5][N:4]2[CH:7]=[CH:8][N:9]=[C:3]12.[H-].[Na+].Br[CH2:13][CH2:14][Cl:15]. The catalyst class is: 3. Product: [Cl:15][CH2:14][CH2:13][N:2]1[CH:6]=[CH:5][N:4]2[CH:7]=[CH:8][N:9]=[C:3]12. (2) Reactant: [CH3:1][O:2][C:3]1[C:12]([O:13][CH3:14])=[C:11]2[C:6]([C:7]([NH:15][C@@H:16]3[CH2:20][CH2:19][O:18][CH2:17]3)=[N:8][CH:9]=[N:10]2)=[CH:5][CH:4]=1.[H-].[Na+].[CH2:23](Br)[C:24]1[CH:29]=[CH:28][CH:27]=[CH:26][CH:25]=1. Product: [CH2:23]([N:15]([C@@H:16]1[CH2:20][CH2:19][O:18][CH2:17]1)[C:7]1[C:6]2[C:11](=[C:12]([O:13][CH3:14])[C:3]([O:2][CH3:1])=[CH:4][CH:5]=2)[N:10]=[CH:9][N:8]=1)[C:24]1[CH:29]=[CH:28][CH:27]=[CH:26][CH:25]=1. The catalyst class is: 1. (3) Reactant: [NH2:1][C@H:2]1[CH2:6][CH2:5][N:4]([C@@H:7]([CH3:16])[C:8]([N:10]2[CH2:15][CH2:14][O:13][CH2:12][CH2:11]2)=[O:9])[C:3]1=[O:17].N1C=CC=CC=1.[Cl:24][C:25]1[CH:26]=[CH:27][C:28]([CH2:31][CH2:32][S:33](Cl)(=[O:35])=[O:34])=[N:29][CH:30]=1. Product: [Cl:24][C:25]1[CH:26]=[CH:27][C:28]([CH2:31][CH2:32][S:33]([NH:1][C@H:2]2[CH2:6][CH2:5][N:4]([C@@H:7]([CH3:16])[C:8]([N:10]3[CH2:11][CH2:12][O:13][CH2:14][CH2:15]3)=[O:9])[C:3]2=[O:17])(=[O:35])=[O:34])=[N:29][CH:30]=1. The catalyst class is: 10. (4) Reactant: [CH3:1][C:2]1[C:7]([CH3:8])=[CH:6][CH:5]=[CH:4][C:3]=1[OH:9].Br[C:11]([CH3:18])([CH3:17])[C:12]([O:14][CH2:15][CH3:16])=[O:13].C(=O)([O-])[O-].[K+].[K+].O. Product: [CH3:1][C:2]1[C:7]([CH3:8])=[CH:6][CH:5]=[CH:4][C:3]=1[O:9][C:11]([CH3:18])([CH3:17])[C:12]([O:14][CH2:15][CH3:16])=[O:13]. The catalyst class is: 16. (5) The catalyst class is: 14. Product: [Br:1][C:2]1[CH:11]=[C:6]([C:7]2[NH:20][C@@H:15]3[CH2:16][CH2:17][CH2:18][CH2:19][C@H:14]3[N:10]=2)[C:5]([O:12][CH3:13])=[N:4][CH:3]=1. Reactant: [Br:1][C:2]1[CH:3]=[N:4][C:5]([O:12][CH3:13])=[C:6]([CH:11]=1)[C:7](=[NH:10])OC.[C@@H:14]1(N)[CH2:19][CH2:18][CH2:17][CH2:16][C@H:15]1[NH2:20].